Task: Predict the reactants needed to synthesize the given product.. Dataset: Retrosynthesis with 50K atom-mapped reactions and 10 reaction types from USPTO (1) Given the product CC(C)(C)OC(=O)N1CCC(=C2C(=O)OC(C)(C)OC2=O)CC1, predict the reactants needed to synthesize it. The reactants are: CC(C)(C)OC(=O)N1CCC(=O)CC1.CC1(C)OC(=O)CC(=O)O1. (2) Given the product COc1cc(C(=O)c2c[nH]c3nc(C)ccc23)cc(OC)c1OC, predict the reactants needed to synthesize it. The reactants are: COc1cc(C(=O)Cl)cc(OC)c1OC.Cc1ccc2cc[nH]c2n1.